This data is from Catalyst prediction with 721,799 reactions and 888 catalyst types from USPTO. The task is: Predict which catalyst facilitates the given reaction. (1) Reactant: C([O:8][C:9]1[CH:14]=[CH:13][C:12]([C:15]2[C:19]3=[N:20][CH:21]=[C:22]([F:24])[CH:23]=[C:18]3[N:17]([CH:25]([CH3:27])[CH3:26])[N:16]=2)=[CH:11][CH:10]=1)C1C=CC=CC=1. Product: [F:24][C:22]1[CH:23]=[C:18]2[N:17]([CH:25]([CH3:27])[CH3:26])[N:16]=[C:15]([C:12]3[CH:11]=[CH:10][C:9]([OH:8])=[CH:14][CH:13]=3)[C:19]2=[N:20][CH:21]=1. The catalyst class is: 50. (2) Reactant: [F:1][C:2]1[CH:7]=[C:6]([N+:8]([O-:10])=[O:9])[CH:5]=[CH:4][C:3]=1[OH:11].[CH2:12](Br)[CH:13]=[CH2:14].C(=O)([O-])[O-].[K+].[K+]. Product: [CH2:14]([O:11][C:3]1[CH:4]=[CH:5][C:6]([N+:8]([O-:10])=[O:9])=[CH:7][C:2]=1[F:1])[CH:13]=[CH2:12]. The catalyst class is: 95. (3) Reactant: [CH2:1]([C:3]([C:21]1[CH:26]=[CH:25][C:24]([OH:27])=[C:23]([CH3:28])[CH:22]=1)([C:6]1[CH:11]=[CH:10][C:9]([CH2:12][CH2:13][CH:14]([OH:19])[C:15]([CH3:18])([CH3:17])[CH3:16])=[C:8]([CH3:20])[CH:7]=1)[CH2:4][CH3:5])[CH3:2].C([O-])([O-])=O.[K+].[K+].C([O:37][C:38](=[O:46])[CH2:39][CH2:40][CH2:41][CH2:42][CH2:43][CH2:44]Br)C.O. Product: [CH2:1]([C:3]([C:21]1[CH:26]=[CH:25][C:24]([O:27][CH2:44][CH2:43][CH2:42][CH2:41][CH2:40][CH2:39][C:38]([OH:46])=[O:37])=[C:23]([CH3:28])[CH:22]=1)([C:6]1[CH:11]=[CH:10][C:9]([CH2:12][CH2:13][CH:14]([OH:19])[C:15]([CH3:17])([CH3:18])[CH3:16])=[C:8]([CH3:20])[CH:7]=1)[CH2:4][CH3:5])[CH3:2]. The catalyst class is: 3. (4) Reactant: Br[C:2]1[CH:3]=[N:4][CH:5]=[C:6]([F:8])[CH:7]=1.[S:9]1[CH:13]=[CH:12][N:11]=[C:10]1[C:14]1[N:19]=[C:18]([C:20]2[N:25]=[CH:24][CH:23]=[CH:22][N:21]=2)[CH:17]=[CH:16][CH:15]=1.C(=O)([O-])[O-].[Cs+].[Cs+]. Product: [F:8][C:6]1[CH:7]=[C:2]([C:13]2[S:9][C:10]([C:14]3[N:19]=[C:18]([C:20]4[N:21]=[CH:22][CH:23]=[CH:24][N:25]=4)[CH:17]=[CH:16][CH:15]=3)=[N:11][CH:12]=2)[CH:3]=[N:4][CH:5]=1. The catalyst class is: 9. (5) Reactant: C[O:2][C:3](=O)[C:4]1[CH:9]=[CH:8][CH:7]=[CH:6][C:5]=1[S:10][C:11]1[CH:16]=[CH:15][C:14]([Cl:17])=[CH:13][C:12]=1[NH2:18].C[Al](C)C.O.Cl. Product: [Cl:17][C:14]1[CH:15]=[CH:16][C:11]2[S:10][C:5]3[CH:6]=[CH:7][CH:8]=[CH:9][C:4]=3[C:3](=[O:2])[NH:18][C:12]=2[CH:13]=1. The catalyst class is: 2. (6) Reactant: [Br:1][C:2]1[C:3](=[O:11])[N:4]([CH3:10])[N:5]=[C:6]([CH3:9])[C:7]=1[OH:8].[C:12](=O)([O-])[O-].[K+].[K+].S(OC)(OC)(=O)=O. Product: [Br:1][C:2]1[C:3](=[O:11])[N:4]([CH3:10])[N:5]=[C:6]([CH3:9])[C:7]=1[O:8][CH3:12]. The catalyst class is: 10. (7) Reactant: [F:1][C:2]1[CH:7]=[CH:6][C:5]([C:8]2[C:12]([CH2:13][OH:14])=[C:11]([CH3:15])[O:10][N:9]=2)=[CH:4][CH:3]=1.[H-].[Na+].Cl[C:19]1[CH:24]=[CH:23][C:22]([Br:25])=[CH:21][N:20]=1. Product: [Br:25][C:22]1[CH:23]=[CH:24][C:19]([O:14][CH2:13][C:12]2[C:8]([C:5]3[CH:4]=[CH:3][C:2]([F:1])=[CH:7][CH:6]=3)=[N:9][O:10][C:11]=2[CH3:15])=[N:20][CH:21]=1. The catalyst class is: 87. (8) Reactant: [CH2:1]([C:9]1[N:13]=[C:12]([C@@H:14]2[CH2:18][CH2:17][CH2:16][N:15]2C(OC(C)(C)C)=O)[O:11][N:10]=1)[CH2:2][CH2:3][CH2:4][CH2:5][CH2:6][CH2:7][CH3:8].C(O)(C(F)(F)F)=O.C(OCC)C.[OH-].[Na+]. Product: [CH2:1]([C:9]1[N:13]=[C:12]([C@@H:14]2[CH2:18][CH2:17][CH2:16][NH:15]2)[O:11][N:10]=1)[CH2:2][CH2:3][CH2:4][CH2:5][CH2:6][CH2:7][CH3:8]. The catalyst class is: 2. (9) Reactant: [Cl:1][C:2]1[N:7]=[CH:6][C:5]2[C:8]([O:30][CH2:31][CH2:32][OH:33])=[N:9][N:10]([C:11]([C:24]3[CH:29]=[CH:28][CH:27]=[CH:26][CH:25]=3)([C:18]3[CH:23]=[CH:22][CH:21]=[CH:20][CH:19]=3)[C:12]3[CH:17]=[CH:16][CH:15]=[CH:14][CH:13]=3)[C:4]=2[CH:3]=1.[F:34][C:35]([F:43])(S(F)(=O)=O)C(O)=O. Product: [Cl:1][C:2]1[N:7]=[CH:6][C:5]2[C:8]([O:30][CH2:31][CH2:32][O:33][CH:35]([F:43])[F:34])=[N:9][N:10]([C:11]([C:18]3[CH:23]=[CH:22][CH:21]=[CH:20][CH:19]=3)([C:24]3[CH:25]=[CH:26][CH:27]=[CH:28][CH:29]=3)[C:12]3[CH:13]=[CH:14][CH:15]=[CH:16][CH:17]=3)[C:4]=2[CH:3]=1. The catalyst class is: 767. (10) Reactant: [Cl:1][C:2]1[CH:7]=[CH:6][CH:5]=[C:4]([Cl:8])[C:3]=1[C:9]1[C:13]([CH2:14][O:15][C:16]2[CH:21]=[CH:20][C:19]([S:22][C:23]3[C:28]4[CH:29]=[C:30]([C:32]([O:34]C)=[O:33])[S:31][C:27]=4[CH:26]=[CH:25][CH:24]=3)=[CH:18][CH:17]=2)=[C:12]([CH:36]([CH3:38])[CH3:37])[O:11][N:10]=1.[OH-].[Li+].O1CCCC1. Product: [Cl:1][C:2]1[CH:7]=[CH:6][CH:5]=[C:4]([Cl:8])[C:3]=1[C:9]1[C:13]([CH2:14][O:15][C:16]2[CH:17]=[CH:18][C:19]([S:22][C:23]3[C:28]4[CH:29]=[C:30]([C:32]([OH:34])=[O:33])[S:31][C:27]=4[CH:26]=[CH:25][CH:24]=3)=[CH:20][CH:21]=2)=[C:12]([CH:36]([CH3:38])[CH3:37])[O:11][N:10]=1. The catalyst class is: 12.